This data is from Experimentally validated miRNA-target interactions with 360,000+ pairs, plus equal number of negative samples. The task is: Binary Classification. Given a miRNA mature sequence and a target amino acid sequence, predict their likelihood of interaction. (1) The miRNA is rno-miR-423-3p with sequence AGCUCGGUCUGAGGCCCCUCAGU. The protein sequence of the target gene is MCQETPPRPRAPSRWTPALLALLALGGAGLCHASSQPGYHARPSARNKNWCAYIVNKNVSCTVQEGSESFIQAQYNCPWNQMPCPSALVYRVNFRPRFVTRYKIVTQLEWRCCPGFRGPDCQEGPKDHMKTPRPPSARPKNNLKKATDTDPSQVSQPKKTLSPTNAVEPGQVADAKQGPPELQQSKVQVLEEKVVRLTRMVLDLQSTVVGLKENLKHTIQDDGRKEPDSWLGPLHPQPTPDSPLAGDAEPSQLPGIPSSKESGMKDIKSELAEVKDTLKTKSDKLEELDGKVKGYEGQLK.... Result: 0 (no interaction). (2) The miRNA is dre-miR-196b with sequence UAGGUAGUUUCAAGUUGUUGGG. The protein sequence of the target gene is MAPVAVWAALAVGLELWAAAHALPAQVAFTPYAPEPGSTCRLREYYDQTAQMCCSKCSPGQHAKVFCTKTSDTVCDSCEDSTYTQLWNWVPECLSCGSRCSSDQVETQACTREQNRICTCRPGWYCALSKQEGCRLCAPLRKCRPGFGVARPGTETSDVVCKPCAPGTFSNTTSSTDICRPHQICNVVAIPGNASMDAVCTSTSPTRSMAPGAVHLPQPVSTRSQHTQPTPEPSTAPSTSFLLPMGPSPPAEGSTGDFALPVGLIVGVTALGLLIIGVVNCVIMTQVKKKPLCLQREAKV.... Result: 0 (no interaction). (3) The miRNA is mmu-miR-1930-5p with sequence ACCUCCAUAGUACCUGCAGCGU. The protein sequence of the target gene is MKCSLRVWFLSMAFLLVFIMSLLFTYSHHSMATLPYLDSGALGGTHRVKLVPGYSGLQRLGKEGLLGRNCACSRCMGDASTSEWFDSHFDGNISPVWTRDNMNLPPDVQRWWMMLQPQFKSHNTNEVLEKLFQIVPGENPYRFRDPQQCRRCAVVGNSGNLRGSGYGQEVDSHNFIMRMNQAPTVGFEKDVGSRTTHHFMYPESAKNLPANVSFVLVPFKALDLMWIASALSTGQIRFTYAPVKSFLRVDKEKVQIYNPAFFKYIHDRWTEHHGRYPSTGMLVLFFALHVCDEVNVYGFG.... Result: 1 (interaction). (4) The miRNA is hsa-miR-4499 with sequence AAGACUGAGAGGAGGGA. The protein sequence of the target gene is MDSEVQRDGRILDLIDDAWREDKLPYEDVAIPLNELPEPEQDNGGTTESVKEQEMKWTDLALQYLHENVPPIGN. Result: 0 (no interaction). (5) The miRNA is mmu-miR-7007-3p with sequence CCCAUCCACGUUUCUUCU. The protein sequence of the target gene is MDDDIAALVVDNGSGMCKAGFAGDDAPRAVFPSIVGRPRHQGVMVGMGQKDSYVGDEAQSKRGILTLKYPIEHGIVTNWDDMEKIWHHTFYNELRVAPEEHPVLLTEAPLNPKANREKMTQIMFETFNTPAMYVAIQAVLSLYASGRTTGIVMDSGDGVTHTVPIYEGYALPHAILRLDLAGRDLTDYLMKILTERGYSFTTTAEREIVRDIKEKLCYVALDFEQEMATAASSSSLEKSYELPDGQVITIGNERFRCPEALFQPSFLGMESCGIHETTFNSIMKCDVDIRKDLYANTVLS.... Result: 0 (no interaction).